From a dataset of Catalyst prediction with 721,799 reactions and 888 catalyst types from USPTO. Predict which catalyst facilitates the given reaction. (1) Reactant: [Cl:1][C:2]1[C:3]([CH2:17][CH3:18])=[N:4][N:5]2[C:10]([O:11][CH3:12])=[CH:9][CH:8]=[C:7]([C:13](=[O:16])[CH2:14][CH3:15])[C:6]=12.C[Si]([N-][Si](C)(C)C)(C)C.[Li+].O1CCCC1.Br[CH2:35][C:36]([O:38][C:39]([CH3:42])([CH3:41])[CH3:40])=[O:37]. Product: [Cl:1][C:2]1[C:3]([CH2:17][CH3:18])=[N:4][N:5]2[C:10]([O:11][CH3:12])=[CH:9][CH:8]=[C:7]([C:13](=[O:16])[CH:14]([CH3:15])[CH2:35][C:36]([O:38][C:39]([CH3:42])([CH3:41])[CH3:40])=[O:37])[C:6]=12. The catalyst class is: 7. (2) Reactant: [F:1][C:2]1[CH:9]=[C:8]([N:10]2[CH2:15][CH2:14][CH2:13][CH:12]([OH:16])[CH2:11]2)[CH:7]=[CH:6][C:3]=1[C:4]#[N:5].CC(OI1(OC(C)=O)(OC(C)=O)OC(=O)C2C=CC=CC1=2)=O. Product: [F:1][C:2]1[CH:9]=[C:8]([N:10]2[CH2:15][CH2:14][CH2:13][C:12](=[O:16])[CH2:11]2)[CH:7]=[CH:6][C:3]=1[C:4]#[N:5]. The catalyst class is: 2. (3) Reactant: [O:1]1[C:10]2[C:5](=[CH:6][CH:7]=[CH:8][CH:9]=2)[C@H:4]([N:11]2[C:19](=[O:20])[NH:18][C:17]3[C:12]2=[N:13][C:14]([N:21]2[C:25]4[CH:26]=[C:27]([C:30]#[N:31])[CH:28]=[CH:29][C:24]=4[N:23]=[CH:22]2)=[N:15][CH:16]=3)[CH2:3][CH2:2]1.Cl.Cl[CH2:34][CH2:35][N:36]([CH3:38])[CH3:37].CCN(P1(N(C)CCCN1)=NC(C)(C)C)CC. Product: [O:1]1[C:10]2[C:5](=[CH:6][CH:7]=[CH:8][CH:9]=2)[CH:4]([N:11]2[C:19](=[O:20])[N:18]([CH2:34][CH2:35][N:36]([CH3:38])[CH3:37])[C:17]3[C:12]2=[N:13][C:14]([N:21]2[C:25]4[CH:26]=[C:27]([C:30]#[N:31])[CH:28]=[CH:29][C:24]=4[N:23]=[CH:22]2)=[N:15][CH:16]=3)[CH2:3][CH2:2]1. The catalyst class is: 10. (4) Reactant: C1([O:7][C:8](=O)[NH:9][C:10]2[CH:15]=[C:14]([O:16][C:17]3[CH:22]=[CH:21][C:20]([NH:23][C:24]([C:26]4([C:29](=[O:38])[NH:30][C:31]5[CH:36]=[CH:35][C:34]([F:37])=[CH:33][CH:32]=5)[CH2:28][CH2:27]4)=[O:25])=[CH:19][C:18]=3[F:39])[N:13]=[CH:12][N:11]=2)C=CC=CC=1.[CH3:41][N:42]1[CH2:47][CH2:46][CH:45]([NH:48][CH3:49])[CH2:44][CH2:43]1. Product: [F:39][C:18]1[CH:19]=[C:20]([NH:23][C:24]([C:26]2([C:29]([NH:30][C:31]3[CH:32]=[CH:33][C:34]([F:37])=[CH:35][CH:36]=3)=[O:38])[CH2:28][CH2:27]2)=[O:25])[CH:21]=[CH:22][C:17]=1[O:16][C:14]1[CH:15]=[C:10]([NH:9][C:8]([N:48]([CH3:49])[CH:45]2[CH2:46][CH2:47][N:42]([CH3:41])[CH2:43][CH2:44]2)=[O:7])[N:11]=[CH:12][N:13]=1. The catalyst class is: 9. (5) Reactant: Br[C:2]1[CH:11]=[CH:10][CH:9]=[C:8]2[C:3]=1[C:4](=[O:28])[N:5]([C:22]1[CH:23]=[N:24][CH:25]=[CH:26][CH:27]=1)[C:6]([C@@H:12]([NH:14][C:15](=[O:21])[O:16][C:17]([CH3:20])([CH3:19])[CH3:18])[CH3:13])=[N:7]2.[CH3:29][N:30]1C(=O)CCC1. Product: [C:29]([C:2]1[CH:11]=[CH:10][CH:9]=[C:8]2[C:3]=1[C:4](=[O:28])[N:5]([C:22]1[CH:23]=[N:24][CH:25]=[CH:26][CH:27]=1)[C:6]([C@@H:12]([NH:14][C:15](=[O:21])[O:16][C:17]([CH3:20])([CH3:19])[CH3:18])[CH3:13])=[N:7]2)#[N:30]. The catalyst class is: 267.